From a dataset of Catalyst prediction with 721,799 reactions and 888 catalyst types from USPTO. Predict which catalyst facilitates the given reaction. Reactant: [CH3:1][S:2]([C:5]1[NH:6][C:7]([C:16]([O:18]CC)=[O:17])=[C:8]([C:10]2[CH:15]=[CH:14][CH:13]=[CH:12][CH:11]=2)[N:9]=1)(=[O:4])=[O:3].[OH-].[K+]. Product: [CH3:1][S:2]([C:5]1[NH:6][C:7]([C:16]([OH:18])=[O:17])=[C:8]([C:10]2[CH:15]=[CH:14][CH:13]=[CH:12][CH:11]=2)[N:9]=1)(=[O:3])=[O:4]. The catalyst class is: 24.